Dataset: Catalyst prediction with 721,799 reactions and 888 catalyst types from USPTO. Task: Predict which catalyst facilitates the given reaction. (1) Reactant: [C:1]([O:5][C:6]([NH:8][CH2:9][C:10]1[C:11]([CH2:32][CH:33]([CH3:35])[CH3:34])=[N:12][C:13]2[C:18]([C:19]=1[C:20]1[CH:25]=[CH:24][C:23]([CH3:26])=[CH:22][CH:21]=1)=[CH:17][C:16]([C:27](=[CH2:31])C(O)=O)=[CH:15][CH:14]=2)=[O:7])([CH3:4])([CH3:3])[CH3:2].Cl.C(N=C=NCCC[N:45]([CH3:47])C)C.[NH4+].[OH:49]N1C2C=CC=CC=2N=N1.O. Product: [NH2:45][C:47](=[O:49])/[CH:31]=[CH:27]/[C:16]1[CH:17]=[C:18]2[C:13](=[CH:14][CH:15]=1)[N:12]=[C:11]([CH2:32][CH:33]([CH3:34])[CH3:35])[C:10]([CH2:9][NH:8][C:6](=[O:7])[O:5][C:1]([CH3:2])([CH3:3])[CH3:4])=[C:19]2[C:20]1[CH:21]=[CH:22][C:23]([CH3:26])=[CH:24][CH:25]=1. The catalyst class is: 9. (2) The catalyst class is: 130. Product: [Cl:1][C:2]1[CH:3]=[C:4]([NH:9][C:10]2[N:14]=[C:13]([NH:15][CH2:24][C:23]3[CH:22]=[CH:21][C:20]([S:17]([CH3:16])(=[O:19])=[O:18])=[CH:27][CH:26]=3)[NH:12][N:11]=2)[CH:5]=[C:6]([Cl:8])[CH:7]=1. Reactant: [Cl:1][C:2]1[CH:3]=[C:4]([NH:9][C:10]2[N:14]=[C:13]([NH2:15])[NH:12][N:11]=2)[CH:5]=[C:6]([Cl:8])[CH:7]=1.[CH3:16][S:17]([C:20]1[CH:27]=[CH:26][C:23]([CH:24]=O)=[CH:22][CH:21]=1)(=[O:19])=[O:18].Cl.